From a dataset of Forward reaction prediction with 1.9M reactions from USPTO patents (1976-2016). Predict the product of the given reaction. Given the reactants ClC1C(Cl)=C(C)NC=1C(NC1CCN(C2SC=CN=2)CC1)=O.[Cl:23][C:24]1[C:28]([Cl:29])=[C:27]([CH3:30])[NH:26][C:25]=1[C:31]([NH:33][CH:34]1[CH2:39][CH2:38][N:37]([C:40]2[N:45]=[C:44]([N:46]3[CH2:50][CH2:49][CH2:48][CH2:47]3)[N:43]=[C:42]([C:51]([O:53]C)=[O:52])[CH:41]=2)[CH2:36][CH2:35]1)=[O:32], predict the reaction product. The product is: [Cl:23][C:24]1[C:28]([Cl:29])=[C:27]([CH3:30])[NH:26][C:25]=1[C:31]([NH:33][CH:34]1[CH2:39][CH2:38][N:37]([C:40]2[N:45]=[C:44]([N:46]3[CH2:50][CH2:49][CH2:48][CH2:47]3)[N:43]=[C:42]([C:51]([OH:53])=[O:52])[CH:41]=2)[CH2:36][CH2:35]1)=[O:32].